Dataset: Reaction yield outcomes from USPTO patents with 853,638 reactions. Task: Predict the reaction yield, written as a fraction of the theoretical maximum amount of product (1.0 means a 100% yield; for example, 0.34 means a 34% yield). (1) The reactants are Cl[C:2]1[N:7]=[CH:6][C:5]([C:8]([O:10][CH3:11])=[O:9])=[CH:4][N:3]=1.[Cl:12][C:13]1[CH:18]=[CH:17][C:16](B(O)O)=[CH:15][CH:14]=1.C([O-])([O-])=O.[Na+].[Na+]. The catalyst is O1CCOCC1.O.Cl[Pd](Cl)([P](C1C=CC=CC=1)(C1C=CC=CC=1)C1C=CC=CC=1)[P](C1C=CC=CC=1)(C1C=CC=CC=1)C1C=CC=CC=1. The product is [Cl:12][C:13]1[CH:18]=[CH:17][C:16]([C:2]2[N:7]=[CH:6][C:5]([C:8]([O:10][CH3:11])=[O:9])=[CH:4][N:3]=2)=[CH:15][CH:14]=1. The yield is 0.278. (2) The reactants are [CH2:1]([O:8][C:9](=[O:24])[C@@H:10]([NH:16]C(OC(C)(C)C)=O)[CH2:11][O:12][CH:13]([F:15])[F:14])[C:2]1[CH:7]=[CH:6][CH:5]=[CH:4][CH:3]=1.[ClH:25].CCOCC. The catalyst is CCOCC. The product is [ClH:25].[CH2:1]([O:8][C:9](=[O:24])[C@@H:10]([NH2:16])[CH2:11][O:12][CH:13]([F:15])[F:14])[C:2]1[CH:7]=[CH:6][CH:5]=[CH:4][CH:3]=1. The yield is 0.690. (3) The reactants are [OH:1][C:2]1[C:3]([CH2:15][C:16]([CH3:18])=[CH2:17])=[C:4]([CH:9]=[CH:10][C:11]=1[N+:12]([O-:14])=[O:13])[C:5]([O:7][CH3:8])=[O:6].FC(F)(F)S(O)(=O)=O. The catalyst is ClCCCl. The product is [CH3:17][C:16]1([CH3:18])[CH2:15][C:3]2=[C:4]([C:5]([O:7][CH3:8])=[O:6])[CH:9]=[CH:10][C:11]([N+:12]([O-:14])=[O:13])=[C:2]2[O:1]1. The yield is 0.321. (4) The reactants are C[O:2][C:3](=[O:27])[CH:4]([C:11]1[CH:16]=[CH:15][C:14]([C:17]2[C:26]3[C:21](=[CH:22][CH:23]=[CH:24][CH:25]=3)[CH:20]=[CH:19][CH:18]=2)=[CH:13][CH:12]=1)[CH2:5][CH:6]1[CH2:10][CH2:9][CH2:8][CH2:7]1.[OH-].[Li+]. The catalyst is O1CCCC1. The product is [CH:6]1([CH2:5][CH:4]([C:11]2[CH:12]=[CH:13][C:14]([C:17]3[C:26]4[C:21](=[CH:22][CH:23]=[CH:24][CH:25]=4)[CH:20]=[CH:19][CH:18]=3)=[CH:15][CH:16]=2)[C:3]([OH:27])=[O:2])[CH2:10][CH2:9][CH2:8][CH2:7]1. The yield is 0.550. (5) The reactants are C([O:3][C:4]([C:6]1[CH:7]=[C:8]2[C:13](=[CH:14][CH:15]=1)[NH:12][CH:11]([C:16]1[CH:21]=[C:20]([F:22])[CH:19]=[C:18]([F:23])[CH:17]=1)[C:10]([CH3:25])([CH3:24])[CH2:9]2)=[O:5])C.O.[OH-].[Li+].O.Cl. The catalyst is CO.O1CCCC1. The product is [F:23][C:18]1[CH:17]=[C:16]([CH:11]2[C:10]([CH3:24])([CH3:25])[CH2:9][C:8]3[C:13](=[CH:14][CH:15]=[C:6]([C:4]([OH:5])=[O:3])[CH:7]=3)[NH:12]2)[CH:21]=[C:20]([F:22])[CH:19]=1. The yield is 0.440. (6) The reactants are Cl[C:2]1[C:3](=[O:26])[C:4](=[O:25])[C:5]=1[NH:6][C:7]1[CH:12]=[CH:11][C:10]([Cl:13])=[C:9]([S:14]([N:17]2[CH2:22][CH2:21][N:20]([CH3:23])[CH2:19][CH2:18]2)(=[O:16])=[O:15])[C:8]=1[OH:24].[NH2:27][C:28]1[CH:33]=[CH:32][CH:31]=[CH:30][CH:29]=1.O.Cl. The catalyst is CN(C=O)C. The product is [Cl:13][C:10]1[CH:11]=[CH:12][C:7]([NH:6][C:5]2[C:4](=[O:25])[C:3](=[O:26])[C:2]=2[NH:27][C:28]2[CH:33]=[CH:32][CH:31]=[CH:30][CH:29]=2)=[C:8]([OH:24])[C:9]=1[S:14]([N:17]1[CH2:22][CH2:21][N:20]([CH3:23])[CH2:19][CH2:18]1)(=[O:16])=[O:15]. The yield is 0.420. (7) The reactants are [O:1]([C:8]1[CH:13]=[CH:12][C:11]([C:14]2[CH:18]=[CH:17][NH:16][N:15]=2)=[CH:10][CH:9]=1)[C:2]1[CH:7]=[CH:6][CH:5]=[CH:4][CH:3]=1.[H-].[Na+].[C:21](Cl)(=[O:25])[CH:22]([CH3:24])[CH3:23]. The catalyst is CN(C=O)C. The product is [CH3:23][CH:22]([CH3:24])[C:21]([N:16]1[CH:17]=[CH:18][C:14]([C:11]2[CH:12]=[CH:13][C:8]([O:1][C:2]3[CH:3]=[CH:4][CH:5]=[CH:6][CH:7]=3)=[CH:9][CH:10]=2)=[N:15]1)=[O:25]. The yield is 0.800.